This data is from Catalyst prediction with 721,799 reactions and 888 catalyst types from USPTO. The task is: Predict which catalyst facilitates the given reaction. (1) Reactant: [N:1]1([C:6]2[N:11]=[C:10]([CH3:12])[CH:9]=[C:8]([CH:13]3[CH2:17][CH2:16][CH2:15][NH:14]3)[N:7]=2)[CH:5]=[CH:4][N:3]=[CH:2]1.Cl.[O:19]1[C:23]2[CH:24]=[CH:25][C:26]([CH2:28][N:29]([CH2:31][CH2:32]Cl)C)=[CH:27][C:22]=2[O:21][CH2:20]1.C(N(C(C)C)CC)(C)C.[I-].[K+]. Product: [O:19]1[C:23]2[CH:24]=[CH:25][C:26]([CH2:28][NH:29][CH2:31][CH2:32][N:14]3[CH2:15][CH2:16][CH2:17][CH:13]3[C:8]3[CH:9]=[C:10]([CH3:12])[N:11]=[C:6]([N:1]4[CH:5]=[CH:4][N:3]=[CH:2]4)[N:7]=3)=[CH:27][C:22]=2[O:21][CH2:20]1. The catalyst class is: 3. (2) Reactant: O.NN.C([NH:12][C:13](=[S:47])[N:14]([C:16]1[CH:21]=[C:20]([CH3:22])[C:19]([CH2:23][CH2:24][S:25]([N:28]2[CH2:45][CH2:44][C:31]3([N:35]=[C:34]([CH:36]4[CH2:41][CH2:40][CH:39]([CH3:42])[CH2:38][CH2:37]4)[NH:33][C:32]3=[O:43])[CH2:30][CH2:29]2)(=[O:27])=[O:26])=[C:18]([CH3:46])[CH:17]=1)[CH3:15])(=O)C1C=CC=CC=1. Product: [CH3:46][C:18]1[CH:17]=[C:16]([N:14]([CH3:15])[C:13]([NH2:12])=[S:47])[CH:21]=[C:20]([CH3:22])[C:19]=1[CH2:23][CH2:24][S:25]([N:28]1[CH2:45][CH2:44][C:31]2([N:35]=[C:34]([CH:36]3[CH2:37][CH2:38][CH:39]([CH3:42])[CH2:40][CH2:41]3)[NH:33][C:32]2=[O:43])[CH2:30][CH2:29]1)(=[O:26])=[O:27]. The catalyst class is: 8. (3) Reactant: [C:1]([C:3]1([NH:6][C:7]([C@H:9]2[N:13]([C:14]([C:16]3([C:19]([F:22])([F:21])[F:20])[CH2:18][CH2:17]3)=[O:15])[CH2:12][C@@H:11](OS(C)(=O)=O)[CH2:10]2)=[O:8])[CH2:5][CH2:4]1)#[N:2].Cl.[CH3:29][C:30]1[CH:35]=[C:34]([C:36]2[CH:41]=[CH:40][C:39]([SH:42])=[C:38]([C:43]([F:46])([F:45])[F:44])[CH:37]=2)[CH:33]=[CH:32][N:31]=1.CC(C)([O-])C.[Na+].ClCCl. Product: [C:1]([C:3]1([NH:6][C:7]([C@@H:9]2[CH2:10][C@@H:11]([S:42][C:39]3[CH:40]=[CH:41][C:36]([C:34]4[CH:33]=[CH:32][N:31]=[C:30]([CH3:29])[CH:35]=4)=[CH:37][C:38]=3[C:43]([F:46])([F:44])[F:45])[CH2:12][N:13]2[C:14]([C:16]2([C:19]([F:21])([F:22])[F:20])[CH2:17][CH2:18]2)=[O:15])=[O:8])[CH2:4][CH2:5]1)#[N:2]. The catalyst class is: 1.